Regression. Given two drug SMILES strings and cell line genomic features, predict the synergy score measuring deviation from expected non-interaction effect. From a dataset of NCI-60 drug combinations with 297,098 pairs across 59 cell lines. (1) Drug 1: CC1=C(N=C(N=C1N)C(CC(=O)N)NCC(C(=O)N)N)C(=O)NC(C(C2=CN=CN2)OC3C(C(C(C(O3)CO)O)O)OC4C(C(C(C(O4)CO)O)OC(=O)N)O)C(=O)NC(C)C(C(C)C(=O)NC(C(C)O)C(=O)NCCC5=NC(=CS5)C6=NC(=CS6)C(=O)NCCC[S+](C)C)O. Drug 2: CCN(CC)CCCC(C)NC1=C2C=C(C=CC2=NC3=C1C=CC(=C3)Cl)OC. Cell line: SK-MEL-28. Synergy scores: CSS=3.82, Synergy_ZIP=-1.90, Synergy_Bliss=-1.64, Synergy_Loewe=-15.2, Synergy_HSA=-2.18. (2) Drug 1: C1CC(=O)NC(=O)C1N2CC3=C(C2=O)C=CC=C3N. Drug 2: C1C(C(OC1N2C=C(C(=O)NC2=O)F)CO)O. Cell line: OVCAR-4. Synergy scores: CSS=52.7, Synergy_ZIP=8.19, Synergy_Bliss=6.96, Synergy_Loewe=-36.8, Synergy_HSA=7.36. (3) Drug 1: CC1OCC2C(O1)C(C(C(O2)OC3C4COC(=O)C4C(C5=CC6=C(C=C35)OCO6)C7=CC(=C(C(=C7)OC)O)OC)O)O. Drug 2: C1C(C(OC1N2C=NC3=C2NC=NCC3O)CO)O. Cell line: SF-268. Synergy scores: CSS=20.9, Synergy_ZIP=-1.59, Synergy_Bliss=2.70, Synergy_Loewe=-18.4, Synergy_HSA=2.18. (4) Drug 1: C1=C(C(=O)NC(=O)N1)N(CCCl)CCCl. Drug 2: C#CCC(CC1=CN=C2C(=N1)C(=NC(=N2)N)N)C3=CC=C(C=C3)C(=O)NC(CCC(=O)O)C(=O)O. Cell line: RXF 393. Synergy scores: CSS=13.2, Synergy_ZIP=-7.46, Synergy_Bliss=-2.79, Synergy_Loewe=-3.29, Synergy_HSA=-3.13. (5) Drug 1: C1CN1P(=S)(N2CC2)N3CC3. Drug 2: C1CN(P(=O)(OC1)NCCCl)CCCl. Cell line: SN12C. Synergy scores: CSS=20.1, Synergy_ZIP=1.26, Synergy_Bliss=3.32, Synergy_Loewe=-15.9, Synergy_HSA=1.49. (6) Drug 1: C1CCC(CC1)NC(=O)N(CCCl)N=O. Drug 2: CCC1(C2=C(COC1=O)C(=O)N3CC4=CC5=C(C=CC(=C5CN(C)C)O)N=C4C3=C2)O.Cl. Cell line: SK-OV-3. Synergy scores: CSS=11.8, Synergy_ZIP=-5.35, Synergy_Bliss=-2.48, Synergy_Loewe=-9.24, Synergy_HSA=-1.34. (7) Drug 1: CC1CC2CCC3C(=C)CC(O3)CCC45CC6C(O4)C7C(O6)C(O5)C8C(O7)CCC(O8)CC(=O)CC9C(CC(C1=C)O2)OC(C9OC)CC(CN)O.CS(=O)(=O)O. Drug 2: CC1C(C(CC(O1)OC2CC(CC3=C2C(=C4C(=C3O)C(=O)C5=CC=CC=C5C4=O)O)(C(=O)C)O)N)O. Cell line: SW-620. Synergy scores: CSS=38.5, Synergy_ZIP=-9.47, Synergy_Bliss=-11.2, Synergy_Loewe=-4.62, Synergy_HSA=-3.68. (8) Drug 1: CN(CC1=CN=C2C(=N1)C(=NC(=N2)N)N)C3=CC=C(C=C3)C(=O)NC(CCC(=O)O)C(=O)O. Synergy scores: CSS=28.5, Synergy_ZIP=-9.31, Synergy_Bliss=-14.9, Synergy_Loewe=-21.1, Synergy_HSA=-12.5. Drug 2: B(C(CC(C)C)NC(=O)C(CC1=CC=CC=C1)NC(=O)C2=NC=CN=C2)(O)O. Cell line: SK-MEL-5.